This data is from Experimentally validated miRNA-target interactions with 360,000+ pairs, plus equal number of negative samples. The task is: Binary Classification. Given a miRNA mature sequence and a target amino acid sequence, predict their likelihood of interaction. (1) The miRNA is hsa-miR-1185-2-3p with sequence AUAUACAGGGGGAGACUCUCAU. The protein sequence of the target gene is MAAKQTEPVTIISLRKLSQAAPEPQQKETKTFTVEDAVETIGFGRFHIALFLIMGSTGVVEAMEIMLIAVVSPVIRCEWQLENWQVAFVTTMVFFGYMVSSILFGLLADRYGRWKILLLSFLWGAYFSLLTSFSPSYIWFVFLRTMVGCGVSGHAQGLIIKTEFLPTKYRGYMLPLSQVFWLAGSLLIISMASVVIPTIGWRWLIRIASIPGIILIMAFKFIPESARFNVSTGNTQAALNTLESIAKMNRSVMPEGQLVEPILEKRGRFADLLDSKYLRTTLQIWIIWLGISFAYYGVIL.... Result: 0 (no interaction). (2) The miRNA is mmu-miR-467h with sequence AUAAGUGUGUGCAUGUAUAUGU. The protein sequence of the target gene is MFRRILQRTPGRVGSQGSDLDSSATPINTVDVNNESSSEGFICPQCMKSLGSADELFKHYQAVHDAGNDSGHGGEAGLALTRDDITLLRQEVQDLQASLKEEKWYSEELKKELEKYQGLQQQEAKSDGLVTDSSAELQALEQQLEEAQTENFNIKQMKDLFEQKAAQLATEIADIKSKYDEEKSLRAAAEQKVTHLTEDLNKQTTVIQDLKTELLQRPGIEDVAVLKKELVQVQTLMDNMTLERERESEKLKDECKKLQSEHAHLEATINQLRSELAKGPQEVAVYVQEIQKLKGSINEL.... Result: 0 (no interaction).